Dataset: Reaction yield outcomes from USPTO patents with 853,638 reactions. Task: Predict the reaction yield, written as a fraction of the theoretical maximum amount of product (1.0 means a 100% yield; for example, 0.34 means a 34% yield). (1) The reactants are Br[C:2]1[CH:19]=[CH:18][C:5]2[CH2:6][N:7]([C:11]([O:13][C:14]([CH3:17])([CH3:16])[CH3:15])=[O:12])[CH2:8][CH2:9][O:10][C:4]=2[CH:3]=1.[NH:20]1[CH2:25][CH2:24][CH2:23][CH2:22][CH2:21]1.CC(C)([O-])C.[Na+].O. The catalyst is O1CCOCC1.C1C=CC(/C=C/C(/C=C/C2C=CC=CC=2)=O)=CC=1.C1C=CC(/C=C/C(/C=C/C2C=CC=CC=2)=O)=CC=1.C1C=CC(/C=C/C(/C=C/C2C=CC=CC=2)=O)=CC=1.[Pd].[Pd].CC(C1C=C(C(C)C)C(C2C=CC=CC=2P(C2CCCCC2)C2CCCCC2)=C(C(C)C)C=1)C. The product is [N:20]1([C:2]2[CH:19]=[CH:18][C:5]3[CH2:6][N:7]([C:11]([O:13][C:14]([CH3:17])([CH3:16])[CH3:15])=[O:12])[CH2:8][CH2:9][O:10][C:4]=3[CH:3]=2)[CH2:25][CH2:24][CH2:23][CH2:22][CH2:21]1. The yield is 0.921. (2) The reactants are [CH3:1][O:2][C:3]([N:5]1[CH2:9][CH2:8][CH:7]([C:10]2[CH:15]=[CH:14][CH:13]=[C:12]([NH2:16])[CH:11]=2)[CH2:6]1)=[O:4].C(N(CC)CC)C.[CH:24]([C:27]1[CH:32]=[CH:31][C:30]([S:33](Cl)(=[O:35])=[O:34])=[CH:29][CH:28]=1)([CH3:26])[CH3:25].O. The catalyst is C1COCC1. The product is [CH3:1][O:2][C:3]([N:5]1[CH2:9][CH2:8][CH:7]([C:10]2[CH:15]=[CH:14][CH:13]=[C:12]([NH:16][S:33]([C:30]3[CH:31]=[CH:32][C:27]([CH:24]([CH3:26])[CH3:25])=[CH:28][CH:29]=3)(=[O:35])=[O:34])[CH:11]=2)[CH2:6]1)=[O:4]. The yield is 1.00. (3) The reactants are [CH3:1][S:2]([C:5]1[CH:10]=[CH:9][C:8]([OH:11])=[CH:7][CH:6]=1)(=[O:4])=[O:3].[OH-].[Na+].[O:14]1C=CC=[CH:16][CH:15]1OCCBr.Cl. The catalyst is CO.CC(N(C)C)=O. The product is [CH3:1][S:2]([C:5]1[CH:10]=[CH:9][C:8]([O:11][CH2:16][CH2:15][OH:14])=[CH:7][CH:6]=1)(=[O:3])=[O:4]. The yield is 0.380. (4) The reactants are Cl[C:2]1[C:11]2[C:6](=[CH:7][C:8]([O:14][CH2:15][CH2:16][CH2:17][N:18]3[CH2:23][CH2:22][O:21][CH2:20][CH2:19]3)=[C:9]([O:12][CH3:13])[CH:10]=2)[N:5]=[CH:4][N:3]=1.[NH2:24][C:25]1[CH:26]=[C:27]([NH:31][C:32](=[O:41])[C:33]2[CH:38]=[CH:37][C:36]([C:39]#[N:40])=[CH:35][CH:34]=2)[CH:28]=[CH:29][CH:30]=1. No catalyst specified. The product is [C:39]([C:36]1[CH:35]=[CH:34][C:33]([C:32]([NH:31][C:27]2[CH:28]=[CH:29][CH:30]=[C:25]([CH:26]=2)[NH:24][C:2]2[C:11]3[C:6](=[CH:7][C:8]([O:14][CH2:15][CH2:16][CH2:17][N:18]4[CH2:23][CH2:22][O:21][CH2:20][CH2:19]4)=[C:9]([O:12][CH3:13])[CH:10]=3)[N:5]=[CH:4][N:3]=2)=[O:41])=[CH:38][CH:37]=1)#[N:40]. The yield is 0.480. (5) The reactants are [C:1]([O:5][C:6]([N:8]1[CH2:12][CH2:11][CH2:10][CH:9]1[C:13]1[NH:14][C:15]([C:18]2[CH:31]=[CH:30][C:29]3[C:28]4[C:23](=[CH:24][C:25](Br)=[CH:26][CH:27]=4)[CH2:22][CH2:21][C:20]=3[CH:19]=2)=[CH:16][N:17]=1)=[O:7])([CH3:4])([CH3:3])[CH3:2].[C:33]([O:37][C:38]([N:40]1[CH2:44][CH2:43][CH2:42][CH:41]1[C:45]1[NH:49][C:48]2[CH:50]=[C:51](B3OC(C)(C)C(C)(C)O3)[CH:52]=[CH:53][C:47]=2[N:46]=1)=[O:39])([CH3:36])([CH3:35])[CH3:34].C([O-])(=O)C.[K+]. The catalyst is COCCOC.O.C(OCC)(=O)C.C1C=CC(P(C2C=CC=CC=2)[C-]2C=CC=C2)=CC=1.C1C=CC(P(C2C=CC=CC=2)[C-]2C=CC=C2)=CC=1.Cl[Pd]Cl.[Fe+2].C1C=CC([P]([Pd]([P](C2C=CC=CC=2)(C2C=CC=CC=2)C2C=CC=CC=2)([P](C2C=CC=CC=2)(C2C=CC=CC=2)C2C=CC=CC=2)[P](C2C=CC=CC=2)(C2C=CC=CC=2)C2C=CC=CC=2)(C2C=CC=CC=2)C2C=CC=CC=2)=CC=1. The product is [C:1]([O:5][C:6]([N:8]1[CH2:12][CH2:11][CH2:10][CH:9]1[C:13]1[NH:14][C:15]([C:18]2[CH:31]=[CH:30][C:29]3[C:28]4[C:23](=[CH:24][C:25]([C:51]5[CH:52]=[CH:53][C:47]6[N:46]=[C:45]([CH:41]7[CH2:42][CH2:43][CH2:44][N:40]7[C:38]([O:37][C:33]([CH3:34])([CH3:35])[CH3:36])=[O:39])[NH:49][C:48]=6[CH:50]=5)=[CH:26][CH:27]=4)[CH2:22][CH2:21][C:20]=3[CH:19]=2)=[CH:16][N:17]=1)=[O:7])([CH3:4])([CH3:3])[CH3:2]. The yield is 0.630. (6) The reactants are [Cl:1][C:2]1[CH:10]=[C:9]([N:11]2[CH:15]=[CH:14][CH:13]=[CH:12]2)[CH:8]=[CH:7][C:3]=1[C:4](O)=[O:5].C(N(CC)CC)C.Cl.CN(C)CCCN=C=NCC.O[N:36]1C2C=CC=CC=2N=[N:37]1.O.NN. The catalyst is CN(C)C=O.O. The product is [Cl:1][C:2]1[CH:10]=[C:9]([N:11]2[CH:15]=[CH:14][CH:13]=[CH:12]2)[CH:8]=[CH:7][C:3]=1[C:4]([NH:36][NH2:37])=[O:5]. The yield is 0.470. (7) The reactants are P(Cl)(Cl)([Cl:3])=O.CN(C)C1C=CC=CC=1.[CH3:15][O:16][C:17]1[CH:18]=[C:19]2[C:24](=[CH:25][CH:26]=1)[N:23]=[N:22][CH:21]=[C:20]2O. No catalyst specified. The product is [CH3:15][O:16][C:17]1[CH:18]=[C:19]2[C:24](=[CH:25][CH:26]=1)[N:23]=[N:22][CH:21]=[C:20]2[Cl:3]. The yield is 0.590.